From a dataset of TCR-epitope binding with 47,182 pairs between 192 epitopes and 23,139 TCRs. Binary Classification. Given a T-cell receptor sequence (or CDR3 region) and an epitope sequence, predict whether binding occurs between them. The epitope is PKYVKQNTLKLAT. The TCR CDR3 sequence is CASSWDRGDGDTQYF. Result: 1 (the TCR binds to the epitope).